This data is from Peptide-MHC class II binding affinity with 134,281 pairs from IEDB. The task is: Regression. Given a peptide amino acid sequence and an MHC pseudo amino acid sequence, predict their binding affinity value. This is MHC class II binding data. (1) The peptide sequence is CLNLDVYRILLLMVGI. The MHC is DRB3_0101 with pseudo-sequence DRB3_0101. The binding affinity (normalized) is 0.160. (2) The peptide sequence is EKKYFAALQFEPLAA. The MHC is HLA-DQA10301-DQB10302 with pseudo-sequence HLA-DQA10301-DQB10302. The binding affinity (normalized) is 0.422. (3) The peptide sequence is TFTVEKGSNEKHLAV. The MHC is DRB1_1302 with pseudo-sequence DRB1_1302. The binding affinity (normalized) is 0.355. (4) The peptide sequence is GLRSLTTLLRALGAQ. The MHC is DRB1_0405 with pseudo-sequence DRB1_0405. The binding affinity (normalized) is 0.686. (5) The peptide sequence is CKTLTPLMSSKFPEL. The MHC is HLA-DPA10201-DPB10501 with pseudo-sequence HLA-DPA10201-DPB10501. The binding affinity (normalized) is 0.361. (6) The peptide sequence is SVLLVVVLFAVFLGS. The MHC is HLA-DQA10501-DQB10201 with pseudo-sequence HLA-DQA10501-DQB10201. The binding affinity (normalized) is 0.245. (7) The peptide sequence is GTWTYDGSVVA. The MHC is HLA-DPA10201-DPB10101 with pseudo-sequence HLA-DPA10201-DPB10101. The binding affinity (normalized) is 0.0211. (8) The peptide sequence is DKGIPFMKMNISVIMK. The MHC is HLA-DQA10601-DQB10402 with pseudo-sequence HLA-DQA10601-DQB10402. The binding affinity (normalized) is 0.310. (9) The peptide sequence is WIILGLNKIVRM. The MHC is DRB1_0401 with pseudo-sequence DRB1_0401. The binding affinity (normalized) is 0.207. (10) The peptide sequence is SGSEAYQGVQQKWDA. The MHC is DRB1_0101 with pseudo-sequence DRB1_0101. The binding affinity (normalized) is 0.187.